Dataset: Full USPTO retrosynthesis dataset with 1.9M reactions from patents (1976-2016). Task: Predict the reactants needed to synthesize the given product. (1) Given the product [C:1]1([CH2:7][N:8]2[CH2:13][CH2:12][CH:11]([NH:18][CH2:16][CH3:17])[CH2:10][CH2:9]2)[CH:6]=[CH:5][CH:4]=[CH:3][CH:2]=1, predict the reactants needed to synthesize it. The reactants are: [C:1]1([CH2:7][N:8]2[CH2:13][CH2:12][C:11](=O)[CH2:10][CH2:9]2)[CH:6]=[CH:5][CH:4]=[CH:3][CH:2]=1.Cl.[CH2:16]([NH2:18])[CH3:17].C(O[BH-](OC(=O)C)OC(=O)C)(=O)C.[Na+].[OH-].[Na+]. (2) The reactants are: [C:1]([C:3]1([C:14]2[CH:19]=[CH:18][CH:17]=[C:16]([O:20][CH2:21][C:22]3[CH:27]=[CH:26][CH:25]=[CH:24][CH:23]=3)[CH:15]=2)[CH2:8][C:7](C(OC)=O)=[C:6]([OH:13])[CH2:5][CH2:4]1)#[N:2].[OH-].[K+].[Cl-].[NH4+]. Given the product [CH2:21]([O:20][C:16]1[CH:15]=[C:14]([C:3]2([C:1]#[N:2])[CH2:4][CH2:5][C:6](=[O:13])[CH2:7][CH2:8]2)[CH:19]=[CH:18][CH:17]=1)[C:22]1[CH:23]=[CH:24][CH:25]=[CH:26][CH:27]=1, predict the reactants needed to synthesize it. (3) The reactants are: [CH:1]([NH:4][C:5]([C:7]1[C:15]2[C:10](=[N:11][CH:12]=[C:13]([C:16]3[C:24]4[C:19](=[CH:20][C:21]([F:26])=[CH:22][C:23]=4[F:25])[N:18]([CH3:27])[N:17]=3)[N:14]=2)[N:9](COCC[Si](C)(C)C)[CH:8]=1)=[O:6])([CH3:3])[CH3:2].C(O)(C(F)(F)F)=O. Given the product [CH:1]([NH:4][C:5]([C:7]1[C:15]2[C:10](=[N:11][CH:12]=[C:13]([C:16]3[C:24]4[C:19](=[CH:20][C:21]([F:26])=[CH:22][C:23]=4[F:25])[N:18]([CH3:27])[N:17]=3)[N:14]=2)[NH:9][CH:8]=1)=[O:6])([CH3:3])[CH3:2], predict the reactants needed to synthesize it. (4) Given the product [C:1]([O:5][C:6]([N:8]1[CH2:12][C@H:11]([O:13][CH:30]([CH3:32])[CH3:31])[CH2:10][C@H:9]1[C:14]([N:16]1[CH2:22][CH2:21][CH2:20][N:19]([CH:23]2[CH2:24][CH2:25][CH2:26]2)[CH2:18][CH2:17]1)=[O:15])=[O:7])([CH3:4])([CH3:2])[CH3:3], predict the reactants needed to synthesize it. The reactants are: [C:1]([O:5][C:6]([N:8]1[CH2:12][C@H:11]([OH:13])[CH2:10][C@H:9]1[C:14]([N:16]1[CH2:22][CH2:21][CH2:20][N:19]([CH:23]2[CH2:26][CH2:25][CH2:24]2)[CH2:18][CH2:17]1)=[O:15])=[O:7])([CH3:4])([CH3:3])[CH3:2].[H-].[Na+].Br[CH:30]([CH3:32])[CH3:31]. (5) The reactants are: C([O:3][C:4]([C:6]1[CH:11]=[CH:10][C:9](=[O:12])[N:8]([CH2:13][CH2:14][O:15][CH3:16])[CH:7]=1)=[O:5])C.[OH-].[Li+]. Given the product [CH3:16][O:15][CH2:14][CH2:13][N:8]1[C:9](=[O:12])[CH:10]=[CH:11][C:6]([C:4]([OH:5])=[O:3])=[CH:7]1, predict the reactants needed to synthesize it. (6) Given the product [CH3:1][C:2]1[C:7]([O:8][CH2:9][CH2:10][O:11][C:12]2[CH:13]=[C:14]3[C:18](=[CH:19][CH:20]=2)[C@H:17]([CH2:21][C:22]([OH:24])=[O:23])[CH2:16][CH2:15]3)=[CH:6][CH:5]=[C:4]([CH3:27])[N:3]=1, predict the reactants needed to synthesize it. The reactants are: [CH3:1][C:2]1[C:7]([O:8][CH2:9][CH2:10][O:11][C:12]2[CH:13]=[C:14]3[C:18](=[CH:19][CH:20]=2)[C@H:17]([CH2:21][C:22]([O:24]CC)=[O:23])[CH2:16][CH2:15]3)=[CH:6][CH:5]=[C:4]([CH3:27])[N:3]=1.O.[Li+].[OH-].Cl. (7) Given the product [F:1][C@@H:2]1[C@@H:8]([OH:9])[C@H:7]([CH2:6][OH:5])[O:10][CH:3]1[OH:4], predict the reactants needed to synthesize it. The reactants are: [F:1][C@@H:2]1[C@@H:8]([OH:9])[C@@H:7]([OH:10])[CH2:6][O:5][CH:3]1[OH:4].S(=O)(=O)(O)O. (8) Given the product [F:11][C:12]1[CH:17]=[CH:16][CH:15]=[CH:14][C:13]=1[CH:18]=[CH:19][C:20]([NH:1][C@H:2]([C:8]([OH:10])=[O:9])[CH2:3][CH2:4][C:5](=[O:7])[NH2:6])=[O:21], predict the reactants needed to synthesize it. The reactants are: [NH2:1][C@H:2]([C:8]([OH:10])=[O:9])[CH2:3][CH2:4][C:5](=[O:7])[NH2:6].[F:11][C:12]1[CH:17]=[CH:16][CH:15]=[CH:14][C:13]=1[CH:18]=[CH:19][C:20](ON1C(=O)CCC1=O)=[O:21].C(=O)([O-])O.[Na+].O. (9) Given the product [C:4]([O:3][C:1](=[O:2])[NH:8][C@@H:9]([C:18](=[O:20])[N:22]([CH2:23][C:24]1[CH:29]=[CH:28][CH:27]=[CH:26][CH:25]=1)[CH3:21])[CH2:10][CH2:11][C:12]1[CH:13]=[CH:14][CH:15]=[CH:16][CH:17]=1)([CH3:5])([CH3:6])[CH3:7], predict the reactants needed to synthesize it. The reactants are: [C:1]([NH:8][C@@H:9]([C:18]([OH:20])=O)[CH2:10][CH2:11][C:12]1[CH:17]=[CH:16][CH:15]=[CH:14][CH:13]=1)([O:3][C:4]([CH3:7])([CH3:6])[CH3:5])=[O:2].[CH3:21][NH:22][CH2:23][C:24]1[CH:29]=[CH:28][CH:27]=[CH:26][CH:25]=1.C(OC(=O)NC(C(N1CCC(C)CC1)=O)CCC1C=CC=CC=1Cl)(C)(C)C.